Dataset: Full USPTO retrosynthesis dataset with 1.9M reactions from patents (1976-2016). Task: Predict the reactants needed to synthesize the given product. Given the product [F:16][C:15]1[CH:14]=[C:13]([C:17]([OH:20])([CH3:18])[CH3:19])[CH:12]=[C:11]([F:21])[C:10]=1[C:4]1[S:3][C:2]([NH:1][C:23]2[CH:24]=[CH:25][C:26]([C:30]3[N:31]=[N:32][NH:33][CH:34]=3)=[C:27]([CH3:29])[N:28]=2)=[C:6]([C:7]([NH2:9])=[O:8])[CH:5]=1, predict the reactants needed to synthesize it. The reactants are: [NH2:1][C:2]1[S:3][C:4]([C:10]2[C:15]([F:16])=[CH:14][C:13]([C:17]([OH:20])([CH3:19])[CH3:18])=[CH:12][C:11]=2[F:21])=[CH:5][C:6]=1[C:7]([NH2:9])=[O:8].Cl[C:23]1[N:28]=[C:27]([CH3:29])[C:26]([C:30]2[N:31]=[N:32][NH:33][CH:34]=2)=[CH:25][CH:24]=1.